This data is from Full USPTO retrosynthesis dataset with 1.9M reactions from patents (1976-2016). The task is: Predict the reactants needed to synthesize the given product. (1) Given the product [CH2:15]([O:17][C:18]1[CH:23]=[CH:22][C:21]([C:4]2[CH:14]=[CH:13][C:7]([C:8]([O:10][CH2:11][CH3:12])=[O:9])=[CH:6][CH:5]=2)=[C:20]([F:27])[C:19]=1[F:28])[CH3:16], predict the reactants needed to synthesize it. The reactants are: ICC[C:4]1[CH:14]=[CH:13][C:7]([C:8]([O:10][CH2:11][CH3:12])=[O:9])=[CH:6][CH:5]=1.[CH2:15]([O:17][C:18]1[CH:23]=[CH:22][C:21](B(O)O)=[C:20]([F:27])[C:19]=1[F:28])[CH3:16].C(=O)([O-])[O-].[K+].[K+]. (2) Given the product [CH3:1][O:2][C:3]1[C:8]([O:9][CH3:10])=[CH:7][CH:6]=[C:5]2[C:4]=1[CH2:11][CH2:12][CH2:13][C:14]2=[O:16], predict the reactants needed to synthesize it. The reactants are: [CH3:1][O:2][C:3]1[C:8]([O:9][CH3:10])=[CH:7][CH:6]=[CH:5][C:4]=1[CH2:11][CH2:12][CH2:13][C:14]([OH:16])=O. (3) Given the product [NH2:12][CH2:11][C:9]1[N:10]=[C:4]2[CH:3]=[C:2]([Cl:1])[CH:7]=[CH:6][N:5]2[C:8]=1[C:20]#[N:21], predict the reactants needed to synthesize it. The reactants are: [Cl:1][C:2]1[CH:7]=[CH:6][N:5]2[C:8]([C:20]#[N:21])=[C:9]([CH2:11][NH:12]C(=O)OC(C)(C)C)[N:10]=[C:4]2[CH:3]=1. (4) Given the product [CH:25]([O:24][C:17]1[N:16]=[C:15]([CH:4]([C:5]([O:7][CH2:8][CH3:9])=[O:6])[C:3]([O:11][CH2:12][CH3:13])=[O:10])[C:20]([N+:21]([O-:23])=[O:22])=[CH:19][CH:18]=1)([CH3:27])[CH3:26], predict the reactants needed to synthesize it. The reactants are: [H-].[Na+].[C:3]([O:11][CH2:12][CH3:13])(=[O:10])[CH2:4][C:5]([O:7][CH2:8][CH3:9])=[O:6].Br[C:15]1[C:20]([N+:21]([O-:23])=[O:22])=[CH:19][CH:18]=[C:17]([O:24][CH:25]([CH3:27])[CH3:26])[N:16]=1.[NH4+].[Cl-]. (5) Given the product [N:1]1([CH2:9][C:10]2[CH:19]=[CH:18][C:13]([C:14]([O:16][CH3:17])=[O:15])=[CH:12][CH:11]=2)[CH:5]=[CH:4][CH:3]=[N:2]1, predict the reactants needed to synthesize it. The reactants are: [NH:1]1[CH:5]=[CH:4][CH:3]=[N:2]1.[H-].[Na+].Br[CH2:9][C:10]1[CH:19]=[CH:18][C:13]([C:14]([O:16][CH3:17])=[O:15])=[CH:12][CH:11]=1.